From a dataset of Full USPTO retrosynthesis dataset with 1.9M reactions from patents (1976-2016). Predict the reactants needed to synthesize the given product. (1) Given the product [N:1]1[CH:6]=[CH:5][CH:4]=[C:3]([C:7]2[N:18]=[C:17]([NH2:19])[N:16]=[N:15][CH:9]=2)[CH:2]=1, predict the reactants needed to synthesize it. The reactants are: [N:1]1[CH:6]=[CH:5][CH:4]=[C:3]([C:7]([CH:9]=O)=O)[CH:2]=1.C(=O)(O)O.[NH2:15][NH:16][C:17]([NH2:19])=[NH:18]. (2) The reactants are: C([Si](CC)(CC)[O:4][CH:5]=[C:6]1[CH2:11][CH2:10][CH:9]([C:12]([CH3:14])=[CH2:13])[CH2:8][CH2:7]1)C.[F-].C([N+](CCCC)(CCCC)CCCC)CCC. Given the product [CH3:14][C:12]([CH:9]1[CH2:10][CH2:11][CH:6]([CH:5]=[O:4])[CH2:7][CH2:8]1)=[CH2:13], predict the reactants needed to synthesize it. (3) Given the product [Br:1][C:2]1[CH:3]=[CH:4][C:5]2[O:6][CH2:7][C:8](=[O:12])[N:9]([CH2:19][C:18]3[CH:21]=[CH:22][C:15]([O:14][CH3:13])=[CH:16][CH:17]=3)[C:10]=2[N:11]=1, predict the reactants needed to synthesize it. The reactants are: [Br:1][C:2]1[CH:3]=[CH:4][C:5]2[O:6][CH2:7][C:8](=[O:12])[NH:9][C:10]=2[N:11]=1.[CH3:13][O:14][C:15]1[CH:22]=[CH:21][C:18]([CH2:19]Cl)=[CH:17][CH:16]=1.C([O-])([O-])=O.[Cs+].[Cs+]. (4) Given the product [F:8][C:9]1[CH:14]=[C:13]([F:15])[CH:12]=[CH:11][C:10]=1[N:16]1[CH:20]([C:21]2[S:22][C:23]([C:26]3[CH2:27][CH2:28][N:29]([S:41](=[O:43])(=[O:42])[N:40]([CH3:45])[CH3:39])[CH2:30][CH:31]=3)=[CH:24][CH:25]=2)[CH2:19][C:18]([C:32]([F:37])([F:38])[C:33]([F:35])([F:36])[F:34])=[N:17]1, predict the reactants needed to synthesize it. The reactants are: FC(F)(F)C(O)=O.[F:8][C:9]1[CH:14]=[C:13]([F:15])[CH:12]=[CH:11][C:10]=1[N:16]1[CH:20]([C:21]2[S:22][C:23]([C:26]3[CH2:27][CH2:28][NH:29][CH2:30][CH:31]=3)=[CH:24][CH:25]=2)[CH2:19][C:18]([C:32]([F:38])([F:37])[C:33]([F:36])([F:35])[F:34])=[N:17]1.[CH3:39][N:40]([CH3:45])[S:41](Cl)(=[O:43])=[O:42]. (5) Given the product [NH2:2]/[C:1](=[N:24]\[OH:25])/[CH:3]([N:10]([CH3:18])[C:11](=[O:17])[O:12][C:13]([CH3:14])([CH3:16])[CH3:15])[CH2:4][CH2:5][CH2:6][CH:7]([OH:9])[CH3:8], predict the reactants needed to synthesize it. The reactants are: [C:1]([CH:3]([N:10]([CH3:18])[C:11](=[O:17])[O:12][C:13]([CH3:16])([CH3:15])[CH3:14])[CH2:4][CH2:5][CH2:6][CH:7]([OH:9])[CH3:8])#[N:2].C(O)(C)(C)C.[NH2:24][OH:25]. (6) Given the product [OH:3][NH:2][C:9](=[O:8])/[CH:10]=[CH:11]/[C:12]1[CH:17]=[CH:16][C:15]([CH2:18][NH:19][C:20](=[O:35])[C:21]([C:29]2[CH:34]=[CH:33][CH:32]=[CH:31][CH:30]=2)=[CH:22][C:23]2[CH:28]=[CH:27][CH:26]=[CH:25][CH:24]=2)=[CH:14][CH:13]=1, predict the reactants needed to synthesize it. The reactants are: Cl.[NH2:2][OH:3].[OH-].[K+].C([O:8][C:9](=O)[CH:10]=[CH:11][C:12]1[CH:17]=[CH:16][C:15]([CH2:18][NH:19][C:20](=[O:35])[C:21]([C:29]2[CH:34]=[CH:33][CH:32]=[CH:31][CH:30]=2)=[CH:22][C:23]2[CH:28]=[CH:27][CH:26]=[CH:25][CH:24]=2)=[CH:14][CH:13]=1)C. (7) The reactants are: C([N:8](C(OCC1C=CC=CC=1)=O)[C@@H:9]1[C@@H:15]([OH:16])[C@H:14]([O:17][C@@H:18]2[O:26][C@H:25]([CH2:27][OH:28])[C@H:23]([OH:24])[C@H:21]([OH:22])[C@H:19]2[OH:20])[C@@H:13]([CH2:29][OH:30])[O:12][CH:10]1[OH:11])C1C=CC=CC=1.Cl. Given the product [OH:11][CH:10]1[O:12][C@H:13]([CH2:29][OH:30])[C@@H:14]([O:17][C@@H:18]2[O:26][C@H:25]([CH2:27][OH:28])[C@H:23]([OH:24])[C@H:21]([OH:22])[C@H:19]2[OH:20])[C@H:15]([OH:16])[C@H:9]1[NH2:8], predict the reactants needed to synthesize it.